This data is from Reaction yield outcomes from USPTO patents with 853,638 reactions. The task is: Predict the reaction yield, written as a fraction of the theoretical maximum amount of product (1.0 means a 100% yield; for example, 0.34 means a 34% yield). (1) The reactants are [F:1][C:2]([F:22])([O:6][C:7]1[CH:8]=[C:9]([CH2:13][NH:14][C:15]2[CH:16]=[C:17]([OH:21])[CH:18]=[CH:19][CH:20]=2)[CH:10]=[CH:11][CH:12]=1)[CH:3]([F:5])[F:4].[F:23][C:24]([F:30])([F:29])S([O-])(=[O:43])=[O:43].[Yb+3].[F:23][C:24]([F:30])([F:29])S([O-])(=O)=O.[F:23][C:24]([F:30])([F:29])S([O-])(=O)=[O:43].[C:48](#N)[CH3:49]. The catalyst is O.C(OCC)C. The product is [F:1][C:2]([F:22])([O:6][C:7]1[CH:8]=[C:9]([CH2:13][N:14]([CH2:49][C@@H:48]([OH:43])[C:24]([F:30])([F:29])[F:23])[C:15]2[CH:16]=[C:17]([OH:21])[CH:18]=[CH:19][CH:20]=2)[CH:10]=[CH:11][CH:12]=1)[CH:3]([F:4])[F:5]. The yield is 0.810. (2) The reactants are [CH2:1]([N:3]1[C:12](=[O:13])[C:11]2[C:6](=[C:7]([N:14]3[C:20](=[O:21])[C:19]4[CH:22]=[N:23][C:24](SC)=[N:25][C:18]=4[N:17]4[CH2:28][CH2:29][CH2:30][C@H:16]4[CH2:15]3)[CH:8]=[CH:9][CH:10]=2)[N:5]=[CH:4]1)[CH3:2].C1C=C(Cl)C=C(C(OO)=O)C=1.C(Cl)(Cl)Cl.O.[NH3:47]. The catalyst is ClCCl. The product is [NH2:47][C:24]1[N:23]=[CH:22][C:19]2[C:20](=[O:21])[N:14]([C:7]3[CH:8]=[CH:9][CH:10]=[C:11]4[C:6]=3[N:5]=[CH:4][N:3]([CH2:1][CH3:2])[C:12]4=[O:13])[CH2:15][C@@H:16]3[CH2:30][CH2:29][CH2:28][N:17]3[C:18]=2[N:25]=1. The yield is 0.770. (3) The reactants are [CH2:1]([O:8][C:9]([N:11]1[CH2:15][CH2:14][CH2:13][C@H:12]1[C:16]1[N:17]=[C:18]2[C:23](Br)=[CH:22][CH:21]=[CH:20][N:19]2[CH:25]=1)=[O:10])[C:2]1[CH:7]=[CH:6][CH:5]=[CH:4][CH:3]=1.[C:26]1([CH3:35])[CH:31]=[CH:30][CH:29]=[CH:28][C:27]=1B(O)O.C(=O)([O-])[O-].[K+].[K+]. The catalyst is C1C=CC([P]([Pd]([P](C2C=CC=CC=2)(C2C=CC=CC=2)C2C=CC=CC=2)([P](C2C=CC=CC=2)(C2C=CC=CC=2)C2C=CC=CC=2)[P](C2C=CC=CC=2)(C2C=CC=CC=2)C2C=CC=CC=2)(C2C=CC=CC=2)C2C=CC=CC=2)=CC=1. The product is [CH2:1]([O:8][C:9]([N:11]1[CH2:15][CH2:14][CH2:13][C@H:12]1[C:16]1[N:17]=[C:18]2[C:23]([C:27]3[CH:28]=[CH:29][CH:30]=[CH:31][C:26]=3[CH3:35])=[CH:22][CH:21]=[CH:20][N:19]2[CH:25]=1)=[O:10])[C:2]1[CH:7]=[CH:6][CH:5]=[CH:4][CH:3]=1. The yield is 0.740. (4) The yield is 0.501. The reactants are [CH2:1]([N:3]1[C:7](B2OC(C)(C)C(C)(C)O2)=[CH:6][CH:5]=[N:4]1)[CH3:2].C(=O)([O-])[O-].[K+].[K+].Br[C:24]1[CH:25]=[C:26]([C:30]([O:32][CH3:33])=[O:31])[O:27][C:28]=1[Cl:29]. The product is [Cl:29][C:28]1[O:27][C:26]([C:30]([O:32][CH3:33])=[O:31])=[CH:25][C:24]=1[C:7]1[N:3]([CH2:1][CH3:2])[N:4]=[CH:5][CH:6]=1. The catalyst is COCCOC.O.C(Cl)Cl.CC(C)([P](C(C)(C)C)([Pd][P](C(C)(C)C)(C(C)(C)C)C(C)(C)C)C(C)(C)C)C. (5) The reactants are [NH2:1][C:2]1[CH:3]=[C:4]([C:8]2[C:16]([C:17]3[CH:22]=[CH:21][N:20]=[C:19]([NH:23][C:24]4[CH:29]=[CH:28][C:27]([Cl:30])=[C:26]([O:31][CH2:32][CH2:33][N:34]([CH3:41])[CH:35]5[CH2:39][CH2:38][N:37]([CH3:40])[CH2:36]5)[CH:25]=4)[N:18]=3)=[C:11]3[CH:12]=[CH:13][CH:14]=[CH:15][N:10]3[N:9]=2)[CH:5]=[CH:6][CH:7]=1.[S:42]1[CH:46]=[CH:45][CH:44]=[C:43]1[CH2:47][C:48](Cl)=[O:49]. No catalyst specified. The product is [Cl:30][C:27]1[CH:28]=[CH:29][C:24]([NH:23][C:19]2[N:18]=[C:17]([C:16]3[C:8]([C:4]4[CH:3]=[C:2]([NH:1][C:48](=[O:49])[CH2:47][C:43]5[S:42][CH:46]=[CH:45][CH:44]=5)[CH:7]=[CH:6][CH:5]=4)=[N:9][N:10]4[CH:15]=[CH:14][CH:13]=[CH:12][C:11]=34)[CH:22]=[CH:21][N:20]=2)=[CH:25][C:26]=1[O:31][CH2:32][CH2:33][N:34]([CH3:41])[CH:35]1[CH2:39][CH2:38][N:37]([CH3:40])[CH2:36]1. The yield is 0.550. (6) The reactants are Cl[C:2]1[C:7]([CH:8]=[O:9])=[C:6]([N:10]2[CH2:22][CH2:21][N:13]3[C:14]4[CH2:15][CH2:16][CH2:17][CH2:18][C:19]=4[CH:20]=[C:12]3[C:11]2=[O:23])[N:5]=[CH:4][CH:3]=1.[CH3:24][C@H:25]1[CH2:30][N:29]([CH:31]2[CH2:34][O:33][CH2:32]2)[C@H:28]([CH3:35])[CH2:27][N:26]1[C:36]1[CH:37]=[CH:38][C:39]([NH:42][C:43]2[C:44](=[O:59])[N:45]([CH3:58])[CH:46]=[C:47](B3OC(C)(C)C(C)(C)O3)[CH:48]=2)=[N:40][CH:41]=1.[O-]P([O-])([O-])=O.[K+].[K+].[K+].C([O-])(=O)C.[Na+]. The catalyst is O.C1C=CC(P(C2C=CC=CC=2)[C-]2C=CC=C2)=CC=1.C1C=CC(P(C2C=CC=CC=2)[C-]2C=CC=C2)=CC=1.Cl[Pd]Cl.[Fe+2].C(#N)C. The product is [CH3:24][C@H:25]1[CH2:30][N:29]([CH:31]2[CH2:34][O:33][CH2:32]2)[C@H:28]([CH3:35])[CH2:27][N:26]1[C:36]1[CH:37]=[CH:38][C:39]([NH:42][C:43]2[C:44](=[O:59])[N:45]([CH3:58])[CH:46]=[C:47]([C:2]3[C:7]([CH:8]=[O:9])=[C:6]([N:10]4[CH:22]=[CH:21][N:13]5[C:14]6[CH2:15][CH2:16][CH2:17][CH2:18][C:19]=6[CH:20]=[C:12]5[C:11]4=[O:23])[N:5]=[CH:4][CH:3]=3)[CH:48]=2)=[N:40][CH:41]=1. The yield is 0.260. (7) The reactants are [N:1]1[CH:6]=[CH:5][CH:4]=[CH:3][C:2]=1[N:7]1[C:15]2[CH2:14][CH2:13][NH:12][CH2:11][C:10]=2[N:9]=[CH:8]1.[Cl:16][C:17]1[C:25]([C:26]([F:29])([F:28])[F:27])=[CH:24][CH:23]=[CH:22][C:18]=1[C:19](O)=[O:20].CN(C(ON1N=NC2C=CC=NC1=2)=[N+](C)C)C.F[P-](F)(F)(F)(F)F.CCN(C(C)C)C(C)C. The catalyst is CN(C=O)C.CCOC(C)=O. The product is [Cl:16][C:17]1[C:25]([C:26]([F:28])([F:29])[F:27])=[CH:24][CH:23]=[CH:22][C:18]=1[C:19]([N:12]1[CH2:13][CH2:14][C:15]2[N:7]([C:2]3[CH:3]=[CH:4][CH:5]=[CH:6][N:1]=3)[CH:8]=[N:9][C:10]=2[CH2:11]1)=[O:20]. The yield is 0.220. (8) The reactants are [CH2:1]([O:3][C:4](=[O:17])[CH:5]([NH:14][CH:15]=O)[CH2:6][C:7]1[CH:12]=[CH:11][C:10]([Br:13])=[CH:9][CH:8]=1)[CH3:2].C([O-])(O)=O.[Na+]. The catalyst is C(Cl)Cl.CCO.OS(O)(=O)=O. The product is [Br:13][C:10]1[CH:11]=[C:12]2[C:7]([CH:6]=[C:5]([C:4]([O:3][CH2:1][CH3:2])=[O:17])[N:14]=[CH:15]2)=[CH:8][CH:9]=1. The yield is 0.238.